This data is from CYP2D6 inhibition data for predicting drug metabolism from PubChem BioAssay. The task is: Regression/Classification. Given a drug SMILES string, predict its absorption, distribution, metabolism, or excretion properties. Task type varies by dataset: regression for continuous measurements (e.g., permeability, clearance, half-life) or binary classification for categorical outcomes (e.g., BBB penetration, CYP inhibition). Dataset: cyp2d6_veith. The compound is Cc1ncc([N+](=O)[O-])n1C[C@H](O)CCl. The result is 0 (non-inhibitor).